Dataset: Full USPTO retrosynthesis dataset with 1.9M reactions from patents (1976-2016). Task: Predict the reactants needed to synthesize the given product. (1) Given the product [Cl:17][C:16]1[C:8]2[C:9](=[C:10]([C:12]#[N:13])[N:11]=[C:6]([C:4]([NH:27][CH2:28][C:29]([OH:31])=[O:30])=[O:5])[C:7]=2[OH:26])[N:14]([CH2:18][CH2:19][C:20]2[CH:21]=[CH:22][CH:23]=[CH:24][CH:25]=2)[CH:15]=1, predict the reactants needed to synthesize it. The reactants are: C(O[C:4]([C:6]1[C:7]([OH:26])=[C:8]2[C:16]([Cl:17])=[CH:15][N:14]([CH2:18][CH2:19][C:20]3[CH:25]=[CH:24][CH:23]=[CH:22][CH:21]=3)[C:9]2=[C:10]([C:12]#[N:13])[N:11]=1)=[O:5])C.[NH2:27][CH2:28][C:29]([OH:31])=[O:30].C[O-].[Na+].CO. (2) Given the product [CH3:17][O:16][C:12]1[C:11]2[C:7]([C:34]3[CH:39]=[CH:38][C:37]([S:40]([NH2:43])(=[O:42])=[O:41])=[CH:36][CH:35]=3)=[N:8][N:9]([CH:18]3[CH2:23][CH2:22][CH2:21][O:20][CH2:19]3)[C:10]=2[CH:15]=[CH:14][N:13]=1, predict the reactants needed to synthesize it. The reactants are: FC(F)(F)S(O[C:7]1[C:11]2[C:12]([O:16][CH3:17])=[N:13][CH:14]=[CH:15][C:10]=2[N:9]([CH:18]2[CH2:23][CH2:22][CH2:21][O:20][CH2:19]2)[N:8]=1)(=O)=O.CC1(C)C(C)(C)OB([C:34]2[CH:39]=[CH:38][C:37]([S:40]([NH2:43])(=[O:42])=[O:41])=[CH:36][CH:35]=2)O1.C(=O)([O-])[O-].[Na+].[Na+].O. (3) Given the product [NH2:1][C:2]1[CH:7]=[CH:6][C:5]([CH2:8][CH2:9][CH2:10][C:11]([NH2:15])=[O:13])=[CH:4][CH:3]=1, predict the reactants needed to synthesize it. The reactants are: [NH2:1][C:2]1[CH:7]=[CH:6][C:5]([CH2:8][CH2:9][CH2:10][C:11]([O:13]C)=O)=[CH:4][CH:3]=1.[NH4+:15].[OH-]. (4) Given the product [CH2:17]([N:10]1[C:5]2[C:6](=[N:7][C:2]([Cl:1])=[CH:3][CH:4]=2)[CH:8]=[CH:9]1)[C:18]1[CH:23]=[CH:22][CH:21]=[CH:20][CH:19]=1, predict the reactants needed to synthesize it. The reactants are: [Cl:1][C:2]1[N:7]=[C:6]2[CH:8]=[CH:9][NH:10][C:5]2=[CH:4][CH:3]=1.C([O-])([O-])=O.[K+].[K+].[CH2:17](Br)[C:18]1[CH:23]=[CH:22][CH:21]=[CH:20][CH:19]=1. (5) Given the product [OH:32][C:7]1([C:2]([F:37])([F:1])[C:3]([F:4])([F:5])[F:6])[C:19]2[NH:18][C:17]3[C:12](=[CH:13][C:14]([C:30]#[N:31])=[CH:15][CH:16]=3)[C:11]=2[CH2:10][CH2:9][CH2:8]1, predict the reactants needed to synthesize it. The reactants are: [F:1][C:2]([F:37])([C:7]1([O:32][Si](C)(C)C)[C:19]2[N:18](S(C3C=CC(C)=CC=3)(=O)=O)[C:17]3[C:12](=[CH:13][C:14]([C:30]#[N:31])=[CH:15][CH:16]=3)[C:11]=2[CH2:10][CH2:9][CH2:8]1)[C:3]([F:6])([F:5])[F:4].[OH-].[K+]. (6) The reactants are: Br[CH2:2][C:3]1[N:4]([CH3:28])[C:5]2[C:10]([N:11]=1)=[C:9]([N:12]1[CH2:17][CH2:16][O:15][CH2:14][CH2:13]1)[N:8]=[C:7]([N:18]1[C:22]3[CH:23]=[CH:24][CH:25]=[CH:26][C:21]=3[N:20]=[C:19]1[CH3:27])[N:6]=2.[CH3:29][O:30][CH2:31][CH:32]1[CH2:37][CH2:36][NH:35][CH2:34][CH2:33]1. Given the product [CH3:29][O:30][CH2:31][CH:32]1[CH2:37][CH2:36][N:35]([CH2:2][C:3]2[N:4]([CH3:28])[C:5]3[C:10]([N:11]=2)=[C:9]([N:12]2[CH2:17][CH2:16][O:15][CH2:14][CH2:13]2)[N:8]=[C:7]([N:18]2[C:22]4[CH:23]=[CH:24][CH:25]=[CH:26][C:21]=4[N:20]=[C:19]2[CH3:27])[N:6]=3)[CH2:34][CH2:33]1, predict the reactants needed to synthesize it.